This data is from Reaction yield outcomes from USPTO patents with 853,638 reactions. The task is: Predict the reaction yield, written as a fraction of the theoretical maximum amount of product (1.0 means a 100% yield; for example, 0.34 means a 34% yield). The reactants are [Br:1][C:2]1[CH:3]=[C:4]([N:8]2[C:16]3[CH2:15][CH2:14][NH:13][CH2:12][C:11]=3[C:10]([C:17]([O:19][CH2:20][CH3:21])=[O:18])=[N:9]2)[CH:5]=[CH:6][CH:7]=1.Br[C:23]1[S:24][CH:25]=[CH:26][N:27]=1.C(=O)([O-])[O-].[K+].[K+]. No catalyst specified. The product is [Br:1][C:2]1[CH:3]=[C:4]([N:8]2[C:16]3[CH2:15][CH2:14][N:13]([C:23]4[S:24][CH:25]=[CH:26][N:27]=4)[CH2:12][C:11]=3[C:10]([C:17]([O:19][CH2:20][CH3:21])=[O:18])=[N:9]2)[CH:5]=[CH:6][CH:7]=1. The yield is 0.630.